From a dataset of Peptide-MHC class I binding affinity with 185,985 pairs from IEDB/IMGT. Regression. Given a peptide amino acid sequence and an MHC pseudo amino acid sequence, predict their binding affinity value. This is MHC class I binding data. (1) The peptide sequence is RRQDILDLWI. The MHC is HLA-B08:01 with pseudo-sequence HLA-B08:01. The binding affinity (normalized) is 0.199. (2) The peptide sequence is RPTFAAGLLL. The MHC is HLA-B07:02 with pseudo-sequence HLA-B07:02. The binding affinity (normalized) is 0.927. (3) The peptide sequence is TSNPKTPKY. The MHC is HLA-A23:01 with pseudo-sequence HLA-A23:01. The binding affinity (normalized) is 0. (4) The peptide sequence is FLGGTTVCL. The MHC is HLA-A31:01 with pseudo-sequence HLA-A31:01. The binding affinity (normalized) is 0.140. (5) The peptide sequence is IIYVGCGER. The MHC is HLA-B39:01 with pseudo-sequence HLA-B39:01. The binding affinity (normalized) is 0.0847. (6) The peptide sequence is EHAGVISVL. The MHC is HLA-A01:01 with pseudo-sequence HLA-A01:01. The binding affinity (normalized) is 0.0847. (7) The peptide sequence is KLLNMRDLI. The MHC is HLA-A02:06 with pseudo-sequence HLA-A02:06. The binding affinity (normalized) is 0.651.